From a dataset of Forward reaction prediction with 1.9M reactions from USPTO patents (1976-2016). Predict the product of the given reaction. (1) Given the reactants [Al+3].[Cl-].[Cl-].[Cl-].[C:5]1(=[O:15])[O:10][C:8](=[O:9])[C:7]2=[CH:11][CH:12]=[CH:13][CH:14]=[C:6]12.[Cl:16][C:17]1[CH:23]=[CH:22][C:20]([OH:21])=[CH:19][C:18]=1[OH:24], predict the reaction product. The product is: [C:8]([C:7]1[CH:11]=[CH:12][CH:13]=[CH:14][C:6]=1[C:5](=[O:15])[C:22]1[CH:23]=[C:17]([Cl:16])[C:18]([OH:24])=[CH:19][C:20]=1[OH:21])([OH:10])=[O:9]. (2) Given the reactants [C:1]1([CH2:7][CH2:8][S:9]([N:12]2[CH2:17][CH2:16][CH:15]([CH2:18][NH2:19])[CH2:14][CH2:13]2)(=[O:11])=[O:10])[CH:6]=[CH:5][CH:4]=[CH:3][CH:2]=1.[C:20]([O:24][C:25]([NH:27][C:28]1[N:33]=[CH:32][C:31]([C:34](O)=[O:35])=[CH:30][N:29]=1)=[O:26])([CH3:23])([CH3:22])[CH3:21], predict the reaction product. The product is: [C:20]([O:24][C:25](=[O:26])[NH:27][C:28]1[N:33]=[CH:32][C:31]([C:34](=[O:35])[NH:19][CH2:18][CH:15]2[CH2:14][CH2:13][N:12]([S:9]([CH2:8][CH2:7][C:1]3[CH:6]=[CH:5][CH:4]=[CH:3][CH:2]=3)(=[O:10])=[O:11])[CH2:17][CH2:16]2)=[CH:30][N:29]=1)([CH3:23])([CH3:21])[CH3:22]. (3) Given the reactants [CH3:1][O:2][C:3]1[CH:4]=[C:5]([S:9](Cl)(=[O:11])=[O:10])[CH:6]=[CH:7][CH:8]=1.[NH:13]1[CH2:18][CH2:17][O:16][CH2:15][CH2:14]1, predict the reaction product. The product is: [CH3:1][O:2][C:3]1[CH:4]=[C:5]([S:9]([N:13]2[CH2:18][CH2:17][O:16][CH2:15][CH2:14]2)(=[O:11])=[O:10])[CH:6]=[CH:7][CH:8]=1. (4) Given the reactants CN([C:4]([O:8][N:9]1N=NC2C=CC=NC1=2)=[N+](C)C)C.F[P-](F)(F)(F)(F)F.[Cl:25][C:26]1[C:30]([Cl:31])=[C:29]([CH3:32])[NH:28][C:27]=1[C:33]([NH:35][CH:36]1[CH2:41][CH2:40][N:39]([C:42]2[N:47]=[C:46]([S:48][CH3:49])[N:45]=[C:44]([C:50]([OH:52])=O)[CH:43]=2)[CH2:38][CH2:37]1)=[O:34].Cl.O(N)C, predict the reaction product. The product is: [Cl:25][C:26]1[C:30]([Cl:31])=[C:29]([CH3:32])[NH:28][C:27]=1[C:33]([NH:35][CH:36]1[CH2:37][CH2:38][N:39]([C:42]2[N:47]=[C:46]([S:48][CH3:49])[N:45]=[C:44]([C:50]([NH:9][O:8][CH3:4])=[O:52])[CH:43]=2)[CH2:40][CH2:41]1)=[O:34]. (5) Given the reactants C(OC([NH:8][C@H:9]1[CH2:13][CH2:12][N:11]([S:14]([C:17]2[C:18]3[C:19]([C:27]([F:30])([F:29])[F:28])=[CH:20][N:21]=[CH:22][C:23]=3[CH:24]=[CH:25][CH:26]=2)(=[O:16])=[O:15])[CH2:10]1)=O)(C)(C)C.[ClH:31].O1CCOCC1, predict the reaction product. The product is: [NH2:8][C@H:9]1[CH2:13][CH2:12][N:11]([S:14]([C:17]2[C:18]3[C:19]([C:27]([F:30])([F:29])[F:28])=[CH:20][N:21]=[CH:22][C:23]=3[CH:24]=[CH:25][CH:26]=2)(=[O:15])=[O:16])[CH2:10]1.[ClH:31]. (6) Given the reactants [S:1]1[CH:5]=[CH:4][CH:3]=[C:2]1[C:6](=[N:9][OH:10])[CH2:7][CH3:8].[Li+].CC([N-]C(C)C)C.[C:19]([O:26][CH2:27][CH3:28])(=[O:25])[C:20]([O:22]CC)=O, predict the reaction product. The product is: [OH:10][N:9]=[C:6]([C:2]1[S:1][CH:5]=[CH:4][CH:3]=1)[CH:7]([CH3:8])[C:20](=[O:22])[C:19]([O:26][CH2:27][CH3:28])=[O:25].